Dataset: Reaction yield outcomes from USPTO patents with 853,638 reactions. Task: Predict the reaction yield, written as a fraction of the theoretical maximum amount of product (1.0 means a 100% yield; for example, 0.34 means a 34% yield). (1) The reactants are [N:1]1[CH:6]=[CH:5][N:4]=[C:3]2[C:7](=[O:11])[O:8][C:9](=[O:10])[C:2]=12.[C:12]1([C:18]2[N:19]=[C:20]3[N:25]=[C:24]([NH2:26])[CH:23]=[CH:22][N:21]3[CH:27]=2)[CH:17]=[CH:16][CH:15]=[CH:14][CH:13]=1. The catalyst is CN(C1C=CN=CC=1)C.CN(C=O)C. The product is [C:12]1([C:18]2[N:19]=[C:20]3[N:25]=[C:24]([NH:26][C:7]([C:3]4[C:2]([C:9]([OH:8])=[O:10])=[N:1][CH:6]=[CH:5][N:4]=4)=[O:11])[CH:23]=[CH:22][N:21]3[CH:27]=2)[CH:13]=[CH:14][CH:15]=[CH:16][CH:17]=1. The yield is 0.470. (2) The reactants are [CH3:1][C@@H:2]([CH2:25][CH3:26])[C@H:3]([N:11]1[CH2:15][CH2:14][N:13]([CH2:16][C:17]2[CH:22]=[CH:21][CH:20]=[C:19]([CH3:23])[N:18]=2)[C:12]1=[O:24])[C:4]([O:6]C(C)(C)C)=[O:5].FC(F)(F)C(O)=O. The catalyst is ClCCl. The product is [CH3:1][C@@H:2]([CH2:25][CH3:26])[C@H:3]([N:11]1[CH2:15][CH2:14][N:13]([CH2:16][C:17]2[CH:22]=[CH:21][CH:20]=[C:19]([CH3:23])[N:18]=2)[C:12]1=[O:24])[C:4]([OH:6])=[O:5]. The yield is 0.840. (3) The reactants are [F:1][C:2]1[CH:7]=[CH:6][C:5]([N:8]([CH2:31][CH2:32][C:33]([O:35][CH2:36][CH3:37])=[O:34])[C:9]([C:11]2[CH:30]=[CH:29][C:14]3[N:15]([CH3:28])[C:16]([CH2:18][NH:19][C:20]4[CH:25]=[CH:24][C:23]([C:26]#[N:27])=[CH:22][CH:21]=4)=[N:17][C:13]=3[CH:12]=2)=[O:10])=[CH:4][CH:3]=1.[ClH:38].C(O)C.C(=O)([O-])[O-].[NH4+:46].[NH4+]. The catalyst is ClCCl.CO. The product is [ClH:38].[F:1][C:2]1[CH:3]=[CH:4][C:5]([N:8]([CH2:31][CH2:32][C:33]([O:35][CH2:36][CH3:37])=[O:34])[C:9]([C:11]2[CH:30]=[CH:29][C:14]3[N:15]([CH3:28])[C:16]([CH2:18][NH:19][C:20]4[CH:25]=[CH:24][C:23]([C:26](=[NH:46])[NH2:27])=[CH:22][CH:21]=4)=[N:17][C:13]=3[CH:12]=2)=[O:10])=[CH:6][CH:7]=1. The yield is 0.900. (4) The reactants are [O:1]=[C:2]1[CH2:13][CH2:12][CH:11]=[CH:10][CH2:9][C@@H:8]([NH:14][C:15](=[O:17])[CH3:16])[C:7](=[O:18])[O:6][CH2:5][C@@H:4]([C:19]2[CH:24]=[CH:23][CH:22]=[CH:21][CH:20]=2)[NH:3]1. The catalyst is CO.[Pd]. The product is [O:1]=[C:2]1[CH2:13][CH2:12][CH2:11][CH2:10][CH2:9][C@@H:8]([NH:14][C:15](=[O:17])[CH3:16])[C:7](=[O:18])[O:6][CH2:5][C@@H:4]([C:19]2[CH:20]=[CH:21][CH:22]=[CH:23][CH:24]=2)[NH:3]1. The yield is 0.990. (5) The reactants are [CH3:1][O:2][C:3]([C:5]1[C:21]([NH:22][C:23]2[CH:28]=[CH:27][C:26](I)=[CH:25][C:24]=2[CH3:30])=[C:20]([F:31])[C:8]2[N:9]=[C:10]([CH2:12][O:13][CH2:14][CH2:15][Si:16]([CH3:19])([CH3:18])[CH3:17])[NH:11][C:7]=2[CH:6]=1)=[O:4].[CH3:32][N:33](C=O)C. The catalyst is C1C=CC(P(C2C=CC=CC=2)[C-]2C=CC=C2)=CC=1.C1C=CC(P(C2C=CC=CC=2)[C-]2C=CC=C2)=CC=1.[Fe+2].C1C=CC(/C=C/C(/C=C/C2C=CC=CC=2)=O)=CC=1.C1C=CC(/C=C/C(/C=C/C2C=CC=CC=2)=O)=CC=1.C1C=CC(/C=C/C(/C=C/C2C=CC=CC=2)=O)=CC=1.[Pd].[Pd].[C-]#N.[C-]#N.[Zn+2]. The product is [CH3:1][O:2][C:3]([C:5]1[C:21]([NH:22][C:23]2[CH:28]=[CH:27][C:26]([C:32]#[N:33])=[CH:25][C:24]=2[CH3:30])=[C:20]([F:31])[C:8]2[N:9]=[C:10]([CH2:12][O:13][CH2:14][CH2:15][Si:16]([CH3:19])([CH3:18])[CH3:17])[NH:11][C:7]=2[CH:6]=1)=[O:4]. The yield is 0.770. (6) The yield is 0.350. The reactants are Cl[C:2]1[CH:7]=[CH:6][N:5]=[CH:4][C:3]=1[N+:8]([O-:10])=[O:9].[CH3:11][C@H:12]1[CH2:17][NH:16][CH2:15][C@H:14]2[NH:18][C:19](=[O:21])[O:20][C@H:13]12.N1CCCCC1.[C:28](O[C:28]([O:30][C:31]([CH3:34])([CH3:33])[CH3:32])=[O:29])([O:30][C:31]([CH3:34])([CH3:33])[CH3:32])=[O:29].CN(C1C=CC=CN=1)C. The product is [CH3:11][C@H:12]1[CH2:17][N:16]([C:2]2[CH:7]=[CH:6][N:5]=[CH:4][C:3]=2[N+:8]([O-:10])=[O:9])[CH2:15][C@H:14]2[N:18]([C:28]([O:30][C:31]([CH3:34])([CH3:33])[CH3:32])=[O:29])[C:19](=[O:21])[O:20][C@H:13]12. The catalyst is C(Cl)Cl. (7) The reactants are [Cl:1][C:2]1[C:3]([F:17])=[CH:4][C:5]([O:14][CH2:15][CH3:16])=[C:6]([C:8]2([CH3:13])[O:12][CH2:11][CH2:10][O:9]2)[CH:7]=1.[Li+].CC([N-]C(C)C)C.CN(C)[CH:28]=[O:29]. The catalyst is O1CCCC1. The product is [Cl:1][C:2]1[C:3]([F:17])=[C:4]([C:5]([O:14][CH2:15][CH3:16])=[C:6]([C:8]2([CH3:13])[O:9][CH2:10][CH2:11][O:12]2)[CH:7]=1)[CH:28]=[O:29]. The yield is 0.951. (8) The reactants are [OH:1][C@H:2]1[CH2:6][CH2:5][N:4]([C:7]2[CH:19]=[CH:18][C:10]([C:11]([O:13][C:14]([CH3:17])([CH3:16])[CH3:15])=[O:12])=[CH:9][CH:8]=2)[CH2:3]1.O[C@@H]1CCNC1. No catalyst specified. The product is [OH:1][C@@H:2]1[CH2:6][CH2:5][N:4]([C:7]2[CH:19]=[CH:18][C:10]([C:11]([O:13][C:14]([CH3:15])([CH3:17])[CH3:16])=[O:12])=[CH:9][CH:8]=2)[CH2:3]1. The yield is 0.910.